The task is: Predict the reactants needed to synthesize the given product.. This data is from Full USPTO retrosynthesis dataset with 1.9M reactions from patents (1976-2016). (1) Given the product [Br:24][C:21]1[CH:22]=[CH:23][C:18]([NH:17][C:8]2[C:7]([C:5]([OH:6])=[O:4])=[CH:12][N:11]3[CH:13]=[CH:14][N:15]=[C:10]3[C:9]=2[Cl:16])=[C:19]([Cl:25])[CH:20]=1, predict the reactants needed to synthesize it. The reactants are: [OH-].[Na+].C[O:4][C:5]([C:7]1[C:8]([NH:17][C:18]2[CH:23]=[CH:22][C:21]([Br:24])=[CH:20][C:19]=2[Cl:25])=[C:9]([Cl:16])[C:10]2[N:11]([CH:13]=[CH:14][N:15]=2)[CH:12]=1)=[O:6]. (2) The reactants are: [O:1]=[C:2]1[O:6][C:5]([C@H:7]2[CH2:9][C@H:8]2[C:10]([OH:12])=O)=[N:4][N:3]1[C:13]1[CH:18]=[CH:17][CH:16]=[CH:15][CH:14]=1.[B-](F)(F)(F)F.CCOC(C(C#N)=NOC(N(C)C)=[N+](C)C)=O.[NH:41]1[CH2:46][CH2:45][CH2:44][CH2:43][CH2:42]1. Given the product [C:13]1([N:3]2[N:4]=[C:5]([C@@H:7]3[CH2:9][C@@H:8]3[C:10]([N:41]3[CH2:46][CH2:45][CH2:44][CH2:43][CH2:42]3)=[O:12])[O:6][C:2]2=[O:1])[CH:18]=[CH:17][CH:16]=[CH:15][CH:14]=1, predict the reactants needed to synthesize it. (3) The reactants are: [NH2:1][CH2:2][C:3]1[CH:4]=[C:5]([CH:8]=[CH:9][C:10]=1[S:11]([CH2:14][CH3:15])(=[O:13])=[O:12])[C:6]#[N:7].[Cl:16][C:17]1[CH:18]=[C:19]([CH:23]=[C:24]([C:26]([F:29])([F:28])[F:27])[CH:25]=1)[C:20](O)=[O:21].CC(OC(N1CCN(CC2C=CC(C([O-])=O)=CC=2C(F)(F)F)CC1)=O)(C)C. Given the product [Cl:16][C:17]1[CH:18]=[C:19]([CH:23]=[C:24]([C:26]([F:27])([F:28])[F:29])[CH:25]=1)[C:20]([NH:1][CH2:2][C:3]1[CH:4]=[C:5]([C:6]#[N:7])[CH:8]=[CH:9][C:10]=1[S:11]([CH2:14][CH3:15])(=[O:13])=[O:12])=[O:21], predict the reactants needed to synthesize it. (4) The reactants are: C([O:3][C:4]([C:6]1([NH:15][C:16]([C:18]2[C:27]3[C:22](=[CH:23][CH:24]=[CH:25][CH:26]=3)[CH:21]=[CH:20][C:19]=2[O:28][CH2:29][CH3:30])=[O:17])[CH2:14][C:13]2[C:8](=[CH:9][CH:10]=[CH:11][CH:12]=2)[CH2:7]1)=[O:5])C.[OH-].[K+].O. Given the product [CH2:29]([O:28][C:19]1[CH:20]=[CH:21][C:22]2[C:27](=[CH:26][CH:25]=[CH:24][CH:23]=2)[C:18]=1[C:16]([NH:15][C:6]1([C:4]([OH:5])=[O:3])[CH2:14][C:13]2[C:8](=[CH:9][CH:10]=[CH:11][CH:12]=2)[CH2:7]1)=[O:17])[CH3:30], predict the reactants needed to synthesize it. (5) Given the product [CH:2]12[CH2:11][CH:6]3[CH2:7][CH:8]([CH2:10][CH:4]([CH2:5]3)[CH:3]1[NH:12][C:13]([N:15]1[CH2:19][CH2:18][N:17]=[CH:16]1)=[O:14])[CH2:9]2, predict the reactants needed to synthesize it. The reactants are: Cl.[CH:2]12[CH2:11][CH:6]3[CH2:7][CH:8]([CH2:10][CH:4]([CH2:5]3)[CH:3]1[NH2:12])[CH2:9]2.[C:13](N1C=CN=C1)([N:15]1[CH:19]=[CH:18][N:17]=[CH:16]1)=[O:14].C(N(CC)CC)C.O.